This data is from CYP2C9 inhibition data for predicting drug metabolism from PubChem BioAssay. The task is: Regression/Classification. Given a drug SMILES string, predict its absorption, distribution, metabolism, or excretion properties. Task type varies by dataset: regression for continuous measurements (e.g., permeability, clearance, half-life) or binary classification for categorical outcomes (e.g., BBB penetration, CYP inhibition). Dataset: cyp2c9_veith. (1) The molecule is C#CCn1c(=O)c2c(ncn2C)n(C)c1=O. The result is 0 (non-inhibitor). (2) The compound is O=C(NCc1nc2ccccc2[nH]1)[C@H]1C[C@@H]1[C@H](NP(=O)(c1ccccc1)c1ccccc1)c1ccccc1. The result is 1 (inhibitor).